Dataset: Full USPTO retrosynthesis dataset with 1.9M reactions from patents (1976-2016). Task: Predict the reactants needed to synthesize the given product. (1) The reactants are: [Br:1][C:2]1[CH:11]=[C:10]([C:12]([CH3:15])([CH3:14])[CH3:13])C2C(=CC=CC=2)C=1.C(C=C)=O.BrBr.[NH:22]1[CH2:26][CH2:25][CH:24]([CH2:27][CH2:28]S(N)(=O)=O)[CH2:23]1.C(OC(=O)NC[C@H]1CCNC1)(C)(C)C.[Br:47]C1C=CC2C(=CC=CC=2)N=1.N1C=CC=CC=1OC. Given the product [C:12]([C:10]1[CH:28]=[C:27]2[C:23](=[C:2]([Br:1])[CH:11]=1)[N:22]=[CH:26][C:25]([Br:47])=[CH:24]2)([CH3:15])([CH3:14])[CH3:13], predict the reactants needed to synthesize it. (2) Given the product [OH:26][CH:22]1[CH2:23][CH2:24][CH2:25][N:20]([S:17]([C:4]2[S:3][CH:2]=[C:6]([C:7]3[S:11][C:10]([NH:12][C:13](=[O:15])[CH3:14])=[N:9][C:8]=3[CH3:16])[CH:5]=2)(=[O:19])=[O:18])[CH2:21]1, predict the reactants needed to synthesize it. The reactants are: Br[C:2]1[S:3][C:4]([S:17]([N:20]2[CH2:25][CH2:24][CH2:23][CH:22]([OH:26])[CH2:21]2)(=[O:19])=[O:18])=[CH:5][C:6]=1[C:7]1[S:11][C:10]([NH:12][C:13](=[O:15])[CH3:14])=[N:9][C:8]=1[CH3:16].C([Li])CCC.O. (3) Given the product [F:1][C:2]1[CH:3]=[CH:4][C:5]([C:8]#[C:9][C:10]2[CH:11]=[CH:12][C:13]([C:14]([OH:19])=[O:15])=[CH:16][CH:17]=2)=[CH:6][CH:7]=1, predict the reactants needed to synthesize it. The reactants are: [F:1][C:2]1[CH:7]=[CH:6][C:5]([C:8]#[C:9][C:10]2[CH:17]=[CH:16][C:13]([CH:14]=[O:15])=[CH:12][CH:11]=2)=[CH:4][CH:3]=1.S([O-])(O[O-])(=O)=[O:19].[K+].[K+]. (4) Given the product [C:1]([O:7][CH2:8][C@@H:9]([O:29][C:30]([CH3:33])([CH3:32])[CH3:31])[C:10]1[C:11]([C:22]2[CH:23]=[CH:24][C:25]([Cl:28])=[CH:26][CH:27]=2)=[C:12]2[C:17](=[CH:18][C:19]=1[CH3:20])[N:16]=[C:15]([O:21][S:35]([C:38]([F:41])([F:40])[F:39])(=[O:36])=[O:34])[CH:14]=[CH:13]2)(=[O:6])[C:2]([CH3:3])([CH3:5])[CH3:4], predict the reactants needed to synthesize it. The reactants are: [C:1]([O:7][CH2:8][C@@H:9]([O:29][C:30]([CH3:33])([CH3:32])[CH3:31])[C:10]1[C:11]([C:22]2[CH:27]=[CH:26][C:25]([Cl:28])=[CH:24][CH:23]=2)=[C:12]2[C:17](=[CH:18][C:19]=1[CH3:20])[NH:16][C:15](=[O:21])[CH:14]=[CH:13]2)(=[O:6])[C:2]([CH3:5])([CH3:4])[CH3:3].[O:34](S(C(F)(F)F)(=O)=O)[S:35]([C:38]([F:41])([F:40])[F:39])(=O)=[O:36]. (5) Given the product [O:1]=[C:2]([C:6]1[CH:11]=[CH:10][CH:9]=[C:8]([CH2:12][CH2:13][CH2:14][CH2:15][CH3:16])[CH:7]=1)[C:3]([O-:5])=[O:4].[Na+:21], predict the reactants needed to synthesize it. The reactants are: [O:1]=[C:2]([C:6]1[CH:11]=[CH:10][CH:9]=[C:8]([CH2:12][CH2:13][CH2:14][CH2:15][CH3:16])[CH:7]=1)[C:3]([OH:5])=[O:4].C(=O)(O)[O-].[Na+:21]. (6) Given the product [Cl:1][C:2]1[CH:7]=[CH:6][C:5]([C:8]2[C:17]3[C:12](=[CH:13][CH:14]=[C:15]([C:18]([N:56]([CH2:55][CH:52]4[CH2:54][CH2:53]4)[CH3:57])=[O:20])[CH:16]=3)[CH:11]=[N:10][CH:9]=2)=[CH:4][CH:3]=1, predict the reactants needed to synthesize it. The reactants are: [Cl:1][C:2]1[CH:7]=[CH:6][C:5]([C:8]2[C:17]3[C:12](=[CH:13][CH:14]=[C:15]([C:18]([OH:20])=O)[CH:16]=3)[CH:11]=[N:10][CH:9]=2)=[CH:4][CH:3]=1.F[B-](F)(F)F.N1(OC(N(C)C)=[N+](C)C)C2C=CC=CC=2N=N1.C(N(CC)C(C)C)(C)C.[CH:52]1([CH2:55][NH:56][CH3:57])[CH2:54][CH2:53]1. (7) Given the product [Br:17][C:18]1[N:19]=[C:20]([N:33]2[CH2:32][CH2:31][N:30]([C:34]([O:36][C:37]([CH3:40])([CH3:39])[CH3:38])=[O:35])[CH2:29][C@@H:28]2[CH3:27])[CH:21]=[CH:22][C:23]=1[O:24][CH3:25], predict the reactants needed to synthesize it. The reactants are: BrC1C=C(OC)C(N2CCN(C)CC2)=NC=1.[Br:17][C:18]1[C:23]([O:24][CH3:25])=[CH:22][CH:21]=[C:20](Br)[N:19]=1.[CH3:27][C@@H:28]1[NH:33][CH2:32][CH2:31][N:30]([C:34]([O:36][C:37]([CH3:40])([CH3:39])[CH3:38])=[O:35])[CH2:29]1.